This data is from Forward reaction prediction with 1.9M reactions from USPTO patents (1976-2016). The task is: Predict the product of the given reaction. (1) Given the reactants ClC(Cl)(Cl)C([NH:5][CH:6]([CH3:9])[CH:7]=[CH2:8])=O.[C:20](O[C:20]([O:22][C:23]([CH3:26])([CH3:25])[CH3:24])=[O:21])([O:22][C:23]([CH3:26])([CH3:25])[CH3:24])=[O:21], predict the reaction product. The product is: [CH3:9][CH:6]([NH:5][C:20](=[O:21])[O:22][C:23]([CH3:24])([CH3:25])[CH3:26])[CH:7]=[CH2:8]. (2) Given the reactants [F:1][C:2]1[CH:3]=[C:4]([CH:29]=[CH:30][C:31]=1[F:32])[CH2:5][NH:6][C:7]([C:9]1[C:17]2[C:12](=[CH:13][C:14]([OH:18])=[CH:15][CH:16]=2)[N:11]([CH2:19][C:20]2[CH:25]=[CH:24][CH:23]=[CH:22][N:21]=2)[C:10]=1[C:26]([OH:28])=[O:27])=[O:8].OS(O)(=O)=O.I[CH:39]([CH3:41])[CH3:40].[C:42]([O-])([O-])=O.[K+].[K+], predict the reaction product. The product is: [CH3:42][O:27][C:26]([C:10]1[N:11]([CH2:19][C:20]2[CH:25]=[CH:24][CH:23]=[CH:22][N:21]=2)[C:12]2[C:17]([C:9]=1[C:7](=[O:8])[NH:6][CH2:5][C:4]1[CH:29]=[CH:30][C:31]([F:32])=[C:2]([F:1])[CH:3]=1)=[CH:16][CH:15]=[C:14]([O:18][CH:39]([CH3:41])[CH3:40])[CH:13]=2)=[O:28].